From a dataset of Catalyst prediction with 721,799 reactions and 888 catalyst types from USPTO. Predict which catalyst facilitates the given reaction. Reactant: [Cl:1][C:2]1[CH:7]=[C:6]([C:8]([F:11])([F:10])[F:9])[CH:5]=[C:4]([Cl:12])[C:3]=1[N:13]1[C:17](C=O)=[C:16]([S:20][C:21]([F:24])([F:23])[F:22])[C:15]([C:25]#[N:26])=[N:14]1.Cl.[NH2:28][OH:29].[C:30](=[O:33])([O-])[O-].[Na+].[Na+]. Product: [Cl:1][C:2]1[CH:7]=[C:6]([C:8]([F:11])([F:9])[F:10])[CH:5]=[C:4]([Cl:12])[C:3]=1[N:13]1[C:17]([CH:30]=[O:33])=[C:16]([S:20][C:21]([F:22])([F:24])[F:23])[C:15]([C:25](=[NH:26])[NH:28][OH:29])=[N:14]1. The catalyst class is: 40.